This data is from Full USPTO retrosynthesis dataset with 1.9M reactions from patents (1976-2016). The task is: Predict the reactants needed to synthesize the given product. (1) The reactants are: F[C:2]1[CH:7]=[CH:6][C:5]([C:8](=[O:17])[C:9]2[CH:14]=[CH:13][C:12]([O:15][CH3:16])=[CH:11][CH:10]=2)=[CH:4][C:3]=1[S:18]([Cl:21])(=[O:20])=[O:19].[Cl:22]C1C=CC(C(O)=O)=CC=1. Given the product [Cl:22][C:2]1[CH:7]=[CH:6][C:5]([C:8](=[O:17])[C:9]2[CH:14]=[CH:13][C:12]([O:15][CH3:16])=[CH:11][CH:10]=2)=[CH:4][C:3]=1[S:18]([Cl:21])(=[O:20])=[O:19], predict the reactants needed to synthesize it. (2) Given the product [CH3:9][O:8][C:3]1[CH:4]=[CH:5][CH:6]=[CH:7][C:2]=1[N:10]1[CH2:16][CH2:15][CH2:14][N:13]([C:85]([O:84][C:81]([CH3:83])([CH3:82])[CH3:80])=[O:86])[CH2:12][CH2:11]1, predict the reactants needed to synthesize it. The reactants are: Br[C:2]1[CH:7]=[CH:6][CH:5]=[CH:4][C:3]=1[O:8][CH3:9].[NH:10]1[CH2:16][CH2:15][CH2:14][NH:13][CH2:12][CH2:11]1.C1C=CC(P(C2C(C3C(P(C4C=CC=CC=4)C4C=CC=CC=4)=CC=C4C=3C=CC=C4)=C3C(C=CC=C3)=CC=2)C2C=CC=CC=2)=CC=1.C1CCN2C(=NCCC2)CC1.CC([O-])(C)C.[Na+].[CH3:80][C:81]([O:84][C:85](O[C:85]([O:84][C:81]([CH3:83])([CH3:82])[CH3:80])=[O:86])=[O:86])([CH3:83])[CH3:82]. (3) Given the product [C:37]([CH2:38][NH:43][C:16]([CH:13]1[CH2:14][CH2:15][CH:11]([S:8]([C:3]2[CH:4]=[CH:5][CH:6]=[CH:7][C:2]=2[Cl:1])(=[O:9])=[O:10])[CH2:12]1)=[O:18])#[N:36], predict the reactants needed to synthesize it. The reactants are: [Cl:1][C:2]1[CH:7]=[CH:6][CH:5]=[CH:4][C:3]=1[S:8]([CH:11]1[CH2:15][CH2:14][CH:13]([C:16]([OH:18])=O)[CH2:12]1)(=[O:10])=[O:9].CCN(C(C)C)C(C)C.CN(C(O[N:36]1N=[N:43][C:38]2C=CC=N[C:37]1=2)=[N+](C)C)C.F[P-](F)(F)(F)(F)F.Cl.NCC#N. (4) Given the product [C:16]([Si:13]([CH3:15])([CH3:14])[O:12][CH:9]1[CH2:10][CH2:11][C:6]([C:20]([F:23])([F:21])[F:22])([CH:4]=[O:5])[CH2:7][CH2:8]1)([CH3:19])([CH3:18])[CH3:17], predict the reactants needed to synthesize it. The reactants are: CON(C)[C:4]([C:6]1([C:20]([F:23])([F:22])[F:21])[CH2:11][CH2:10][CH:9]([O:12][Si:13]([C:16]([CH3:19])([CH3:18])[CH3:17])([CH3:15])[CH3:14])[CH2:8][CH2:7]1)=[O:5].[H-].C([Al+]CC(C)C)C(C)C.O.O.O.O.C(C(C(C([O-])=O)O)O)([O-])=O.[Na+].[K+]. (5) The reactants are: [Br:1][C:2]1[CH:7]=[CH:6][C:5](/[CH:8]=[CH:9]/[CH:10]=[O:11])=[CH:4][CH:3]=1.Br[CH2:13][C:14]1[CH:27]=[CH:26][CH:25]=[CH:24][C:15]=1[O:16][Si](C(C)(C)C)(C)C. Given the product [Br:1][C:2]1[CH:3]=[CH:4][C:5]([C@H:8]2[CH2:9][C:10](=[O:11])[O:16][C:15]3[CH:24]=[CH:25][CH:26]=[CH:27][C:14]=3[CH2:13]2)=[CH:6][CH:7]=1, predict the reactants needed to synthesize it. (6) Given the product [C:40]([OH:46])([C:42]([F:45])([F:44])[F:43])=[O:41].[NH2:8][C@@H:9]1[C@H:14]([NH:15][C:16]2[N:21]=[C:20]([C:22]3[S:26][N:25]=[C:24]([CH3:27])[CH:23]=3)[C:19]3[C:28](=[O:38])[NH:29][CH2:30][C:18]=3[C:17]=2[F:39])[CH2:13][CH2:12][O:11][CH2:10]1, predict the reactants needed to synthesize it. The reactants are: C(OC([NH:8][C@@H:9]1[C@H:14]([NH:15][C:16]2[N:21]=[C:20]([C:22]3[S:26][N:25]=[C:24]([CH3:27])[CH:23]=3)[C:19]3[C:28](=[O:38])[N:29](C(OC(C)(C)C)=O)[CH2:30][C:18]=3[C:17]=2[F:39])[CH2:13][CH2:12][O:11][CH2:10]1)=O)(C)(C)C.[C:40]([OH:46])([C:42]([F:45])([F:44])[F:43])=[O:41]. (7) Given the product [Cl:1][C:2]1[C:7]([Cl:8])=[CH:6][CH:5]=[CH:4][C:3]=1[N:9]1[CH2:10][CH2:11][N:12]([CH2:15][CH2:16][CH2:17][CH2:18][O:19][C:20]2[CH:29]=[C:28]3[C:23]([CH2:24][CH2:25][C:26](=[O:35])[N:27]3[C:30]([O:32][CH2:33][O:53][C:36](=[O:52])[CH2:37][CH2:38][CH2:39][CH2:40][CH2:41][CH2:42][CH2:43][CH2:44][CH2:45][CH2:46][CH2:47][CH2:48][CH2:49][CH2:50][CH3:51])=[O:31])=[CH:22][CH:21]=2)[CH2:13][CH2:14]1, predict the reactants needed to synthesize it. The reactants are: [Cl:1][C:2]1[C:7]([Cl:8])=[CH:6][CH:5]=[CH:4][C:3]=1[N:9]1[CH2:14][CH2:13][N:12]([CH2:15][CH2:16][CH2:17][CH2:18][O:19][C:20]2[CH:29]=[C:28]3[C:23]([CH2:24][CH2:25][C:26](=[O:35])[N:27]3[C:30]([O:32][CH2:33]Cl)=[O:31])=[CH:22][CH:21]=2)[CH2:11][CH2:10]1.[C:36]([OH:53])(=[O:52])[CH2:37][CH2:38][CH2:39][CH2:40][CH2:41][CH2:42][CH2:43][CH2:44][CH2:45][CH2:46][CH2:47][CH2:48][CH2:49][CH2:50][CH3:51].C(=O)([O-])[O-].[Cs+].[Cs+]. (8) Given the product [CH:1]1([C:4]([C:6]2[S:10][C:9]([N:11]([C:26](=[O:27])[CH2:25][N:29]3[CH2:34][CH2:33][O:32][CH2:31][CH2:30]3)[C:23]3[CH:22]=[CH:37][CH:36]=[CH:35][CH:39]=3)=[N:8][C:7]=2[C:12]2[O:13][CH:14]=[CH:15][CH:16]=2)=[O:5])[CH2:2][CH2:3]1, predict the reactants needed to synthesize it. The reactants are: [CH:1]1([C:4]([C:6]2[S:10][C:9]([NH2:11])=[N:8][C:7]=2[C:12]2[O:13][CH:14]=[CH:15][CH:16]=2)=[O:5])[CH2:3][CH2:2]1.C(N([CH2:22][CH3:23])CC)C.Br[CH2:25][C:26](Br)=[O:27].[NH:29]1[CH2:34][CH2:33][O:32][CH2:31][CH2:30]1.[CH2:35]1[CH2:39]O[CH2:37][CH2:36]1. (9) Given the product [Cl:20][C:6]1[CH:5]=[CH:14][N:12]=[C:13]2[NH:1][CH:9]=[CH:8][C:7]=12, predict the reactants needed to synthesize it. The reactants are: [N+:1]1([O-])NC=C2[C:9]=1[CH:8]=[CH:7][CH:6]=[CH:5]2.C[N:12]([CH:14]=O)[CH3:13].CS([Cl:20])(=O)=O.